Predict the reaction yield, written as a fraction of the theoretical maximum amount of product (1.0 means a 100% yield; for example, 0.34 means a 34% yield). From a dataset of Reaction yield outcomes from USPTO patents with 853,638 reactions. (1) The reactants are [NH2:1][C:2]1[C:3]([C:7](=[N:16][OH:17])[NH:8][C:9]2[CH:14]=[CH:13][CH:12]=[C:11]([Cl:15])[CH:10]=2)=[N:4][O:5][N:6]=1.C1N=CN([C:23](N2C=NC=C2)=[O:24])C=1. The catalyst is O1CCCC1.C(OCC)(=O)C. The product is [NH2:1][C:2]1[C:3]([C:7]2[N:8]([C:9]3[CH:14]=[CH:13][CH:12]=[C:11]([Cl:15])[CH:10]=3)[C:23](=[O:24])[O:17][N:16]=2)=[N:4][O:5][N:6]=1. The yield is 0.940. (2) The reactants are [NH2:1][C:2]1[N:3]=[C:4]2[CH:9]=[CH:8][C:7]([O:10][C:11]3[CH:12]=[C:13]([NH:17][C:18]([C:20]4[CH:25]=[CH:24][CH:23]=[C:22]([CH3:26])[N:21]=4)=[O:19])[CH:14]=[CH:15][CH:16]=3)=[CH:6][N:5]2[CH:27]=1.[C:28](Cl)(=[O:31])[CH2:29][CH3:30]. The catalyst is CN(C)C(=O)C.C(=O)([O-])O.[Na+]. The product is [CH3:26][C:22]1[N:21]=[C:20]([C:18]([NH:17][C:13]2[CH:14]=[CH:15][CH:16]=[C:11]([O:10][C:7]3[CH:8]=[CH:9][C:4]4[N:5]([CH:27]=[C:2]([NH:1][C:28](=[O:31])[CH2:29][CH3:30])[N:3]=4)[CH:6]=3)[CH:12]=2)=[O:19])[CH:25]=[CH:24][CH:23]=1. The yield is 0.400. (3) The reactants are [C:1]([O:5][C:6](=[O:19])[NH:7][CH2:8][CH2:9][CH2:10][CH2:11][C:12]1[CH:17]=[CH:16][C:15]([NH2:18])=[CH:14][CH:13]=1)([CH3:4])([CH3:3])[CH3:2].C(N(CC)CC)C.[CH3:27][S:28](Cl)(=[O:30])=[O:29]. The catalyst is C1COCC1.CN(C)C1C=CN=CC=1. The product is [C:1]([O:5][C:6](=[O:19])[NH:7][CH2:8][CH2:9][CH2:10][CH2:11][C:12]1[CH:13]=[CH:14][C:15]([N:18]([S:28]([CH3:27])(=[O:30])=[O:29])[S:28]([CH3:27])(=[O:30])=[O:29])=[CH:16][CH:17]=1)([CH3:4])([CH3:2])[CH3:3]. The yield is 0.830.